This data is from Forward reaction prediction with 1.9M reactions from USPTO patents (1976-2016). The task is: Predict the product of the given reaction. (1) The product is: [CH3:30][O:31][C:32]1[CH:33]=[C:34]([NH:40][C:41]([NH:1][C:2]2[CH:3]=[CH:4][C:5]([O:12][CH:13]([C:20]3[CH:25]=[CH:24][CH:23]=[C:22]([C:26]([F:27])([F:28])[F:29])[CH:21]=3)[C:14]3[CH:15]=[CH:16][CH:17]=[CH:18][CH:19]=3)=[C:6]([CH:11]=2)[C:7]([O:9][CH3:10])=[O:8])=[O:42])[CH:35]=[CH:36][C:37]=1[O:38][CH3:39]. Given the reactants [NH2:1][C:2]1[CH:3]=[CH:4][C:5]([O:12][CH:13]([C:20]2[CH:25]=[CH:24][CH:23]=[C:22]([C:26]([F:29])([F:28])[F:27])[CH:21]=2)[C:14]2[CH:19]=[CH:18][CH:17]=[CH:16][CH:15]=2)=[C:6]([CH:11]=1)[C:7]([O:9][CH3:10])=[O:8].[CH3:30][O:31][C:32]1[CH:33]=[C:34]([N:40]=[C:41]=[O:42])[CH:35]=[CH:36][C:37]=1[O:38][CH3:39], predict the reaction product. (2) The product is: [CH3:22][CH:21]([CH3:23])[CH2:20][N:19]1[C:15]2[C:14]3[C:9](=[CH:10][CH:11]=[CH:12][CH:13]=3)[N:8]3[N:1]=[N:6][N:5]=[C:7]3[C:16]=2[N:17]=[CH:18]1. Given the reactants [N:1]([O-])=O.[Na+].[NH:5]([C:7]1[C:16]2[N:17]=[CH:18][N:19]([CH2:20][CH:21]([CH3:23])[CH3:22])[C:15]=2[C:14]2[CH:13]=[CH:12][CH:11]=[CH:10][C:9]=2[N:8]=1)[NH2:6], predict the reaction product. (3) Given the reactants [CH:1]([C:3]1[O:7][C:6]([C:8]2[CH:16]=[CH:15][C:11]([C:12]([OH:14])=[O:13])=[CH:10][CH:9]=2)=[CH:5][CH:4]=1)=O.[F:17][C:18]([F:34])([F:33])[C:19]1[CH:32]=[CH:31][CH:30]=[CH:29][C:20]=1[CH2:21][N:22]1[C:26](=[O:27])[CH2:25][S:24][C:23]1=[S:28].Cl, predict the reaction product. The product is: [O:27]=[C:26]1[C:25](=[CH:1][C:3]2[O:7][C:6]([C:8]3[CH:9]=[CH:10][C:11]([C:12]([OH:14])=[O:13])=[CH:15][CH:16]=3)=[CH:5][CH:4]=2)[S:24][C:23](=[S:28])[N:22]1[CH2:21][C:20]1[CH:29]=[CH:30][CH:31]=[CH:32][C:19]=1[C:18]([F:34])([F:33])[F:17]. (4) Given the reactants B(Br)(Br)Br.C[O:6][C:7]1[CH:12]=[CH:11][C:10]([C:13]2[CH:18]=[CH:17][C:16]([N:19]([C:34]3[CH:39]=[CH:38][C:37]([C:40]4[CH:45]=[CH:44][C:43]([O:46]C)=[CH:42][CH:41]=4)=[CH:36][CH:35]=3)[C:20]3[CH:25]=[CH:24][C:23]([C:26]4[CH:31]=[CH:30][C:29]([O:32]C)=[CH:28][CH:27]=4)=[CH:22][CH:21]=3)=[CH:15][CH:14]=2)=[CH:9][CH:8]=1, predict the reaction product. The product is: [OH:46][C:43]1[CH:42]=[CH:41][C:40]([C:37]2[CH:38]=[CH:39][C:34]([N:19]([C:20]3[CH:25]=[CH:24][C:23]([C:26]4[CH:31]=[CH:30][C:29]([OH:32])=[CH:28][CH:27]=4)=[CH:22][CH:21]=3)[C:16]3[CH:17]=[CH:18][C:13]([C:10]4[CH:11]=[CH:12][C:7]([OH:6])=[CH:8][CH:9]=4)=[CH:14][CH:15]=3)=[CH:35][CH:36]=2)=[CH:45][CH:44]=1. (5) Given the reactants [OH:1][NH:2][C:3](=[NH:24])[C:4]1[CH:5]=[CH:6][C:7]2[O:13][CH2:12][CH:11]([CH2:14][OH:15])[N:10]([C:16]([O:18][C:19]([CH3:22])([CH3:21])[CH3:20])=[O:17])[CH2:9][C:8]=2[CH:23]=1.[Cl:25][C:26]1[CH:27]=[C:28]([CH:32]=[CH:33][C:34]=1[O:35][CH:36]([CH3:38])[CH3:37])[C:29](O)=O.C1C=CC2N(O)N=NC=2C=1.C(Cl)CCl, predict the reaction product. The product is: [Cl:25][C:26]1[CH:27]=[C:28]([C:29]2[O:1][N:2]=[C:3]([C:4]3[CH:5]=[CH:6][C:7]4[O:13][CH2:12][CH:11]([CH2:14][OH:15])[N:10]([C:16]([O:18][C:19]([CH3:21])([CH3:20])[CH3:22])=[O:17])[CH2:9][C:8]=4[CH:23]=3)[N:24]=2)[CH:32]=[CH:33][C:34]=1[O:35][CH:36]([CH3:37])[CH3:38]. (6) Given the reactants [CH3:1][O:2][CH2:3][CH2:4][C:5](Cl)=[O:6].[C:8]1([S:14][CH2:15][CH2:16][CH2:17][CH2:18][CH2:19][NH:20][C:21]2[C:30]3[C:25](=[CH:26][CH:27]=[CH:28][CH:29]=3)[N:24]=[CH:23][C:22]=2[NH2:31])[CH:13]=[CH:12][CH:11]=[CH:10][CH:9]=1, predict the reaction product. The product is: [CH3:1][O:2][CH2:3][CH2:4][C:5]([NH:31][C:22]1[CH:23]=[N:24][C:25]2[C:30]([C:21]=1[NH:20][CH2:19][CH2:18][CH2:17][CH2:16][CH2:15][S:14][C:8]1[CH:13]=[CH:12][CH:11]=[CH:10][CH:9]=1)=[CH:29][CH:28]=[CH:27][CH:26]=2)=[O:6]. (7) Given the reactants [NH:1]1[CH:5]=[C:4]([CH2:6][CH2:7][OH:8])[N:3]=[CH:2]1.N1C=CN=C1.[CH3:14][C:15]([Si:18](Cl)([C:25]1[CH:30]=[CH:29][CH:28]=[CH:27][CH:26]=1)[C:19]1[CH:24]=[CH:23][CH:22]=[CH:21][CH:20]=1)([CH3:17])[CH3:16], predict the reaction product. The product is: [Si:18]([O:8][CH2:7][CH2:6][C:4]1[N:3]=[CH:2][NH:1][CH:5]=1)([C:15]([CH3:17])([CH3:16])[CH3:14])([C:25]1[CH:26]=[CH:27][CH:28]=[CH:29][CH:30]=1)[C:19]1[CH:24]=[CH:23][CH:22]=[CH:21][CH:20]=1. (8) Given the reactants O[C:2]1[N:11]=[CH:10][C:9]2[CH2:8][CH2:7][CH2:6][CH2:5][C:4]=2[N:3]=1.CCN(C1C=CC=CC=1)CC.P(Cl)(Cl)([Cl:25])=O, predict the reaction product. The product is: [Cl:25][C:2]1[N:11]=[CH:10][C:9]2[CH2:8][CH2:7][CH2:6][CH2:5][C:4]=2[N:3]=1.